From a dataset of Catalyst prediction with 721,799 reactions and 888 catalyst types from USPTO. Predict which catalyst facilitates the given reaction. (1) Reactant: ClC1C=C([NH:9][NH2:10])C=CC=1F.IC1C=CC([N:18]2[CH2:23][CH2:22][CH:21]([C:24](=O)[C:25]([F:28])([F:27])[F:26])[C:20](=O)[C:19]2=[O:31])=CC=1.C(O)C.Cl. Product: [F:26][C:25]([F:28])([F:27])[C:24]1[C:21]2[CH2:22][CH2:23][NH:18][C:19](=[O:31])[C:20]=2[NH:10][N:9]=1. The catalyst class is: 413. (2) Reactant: C[O:2][C:3](=[O:40])[C@H:4]([NH:12][C:13](=[O:39])[C:14]1[CH:19]=[CH:18][C:17]([C:20]2[N:21]([CH3:38])[N:22]=[C:23]([CH3:37])[C:24]=2[NH:25][C:26]([O:28][C@@H:29]([C:31]2[CH:36]=[CH:35][CH:34]=[CH:33][CH:32]=2)[CH3:30])=[O:27])=[CH:16][CH:15]=1)[CH2:5][C:6]1[CH:11]=[CH:10][CH:9]=[CH:8][CH:7]=1.[OH-].[Li+].Cl. Product: [CH3:38][N:21]1[C:20]([C:17]2[CH:18]=[CH:19][C:14]([C:13]([NH:12][C@H:4]([CH2:5][C:6]3[CH:11]=[CH:10][CH:9]=[CH:8][CH:7]=3)[C:3]([OH:40])=[O:2])=[O:39])=[CH:15][CH:16]=2)=[C:24]([NH:25][C:26]([O:28][C@@H:29]([C:31]2[CH:32]=[CH:33][CH:34]=[CH:35][CH:36]=2)[CH3:30])=[O:27])[C:23]([CH3:37])=[N:22]1. The catalyst class is: 20. (3) Reactant: [CH3:1][O:2][C:3]1[CH:4]=[CH:5][C:6]2[O:10][C:9]([C:11]([OH:13])=[O:12])=[CH:8][C:7]=2[CH:14]=1.[CH3:15]O.S(Cl)(Cl)=O. Product: [CH3:15][O:12][C:11]([C:9]1[O:10][C:6]2[CH:5]=[CH:4][C:3]([O:2][CH3:1])=[CH:14][C:7]=2[CH:8]=1)=[O:13]. The catalyst class is: 6.